Dataset: Forward reaction prediction with 1.9M reactions from USPTO patents (1976-2016). Task: Predict the product of the given reaction. (1) Given the reactants [CH2:1]([C:8]1[CH:18]=[CH:17][CH:16]=[CH:15][C:9]=1[O:10][CH2:11][C:12]([OH:14])=O)[C:2]1[CH:7]=[CH:6][CH:5]=[CH:4][CH:3]=1.[CH:19]([NH:22][NH:23][C:24](=[O:31])[C:25]1[CH:30]=[CH:29][CH:28]=[CH:27][CH:26]=1)([CH3:21])[CH3:20].C(N(C(C)C)CC)(C)C.C1CN([P+](Br)(N2CCCC2)N2CCCC2)CC1.F[P-](F)(F)(F)(F)F, predict the reaction product. The product is: [CH2:1]([C:8]1[CH:18]=[CH:17][CH:16]=[CH:15][C:9]=1[O:10][CH2:11][C:12]([N:22]([CH:19]([CH3:21])[CH3:20])[NH:23][C:24](=[O:31])[C:25]1[CH:30]=[CH:29][CH:28]=[CH:27][CH:26]=1)=[O:14])[C:2]1[CH:3]=[CH:4][CH:5]=[CH:6][CH:7]=1. (2) Given the reactants [Cl:1][C:2]1[CH:7]=[CH:6][C:5]([NH2:8])=[C:4]([CH:9]2OC(C)(C)C(C)(C)O2)[CH:3]=1.[F:18][C:19]([F:38])([F:37])[C:20]1[CH:21]=[C:22]([CH:34]=[CH:35][CH:36]=1)[CH2:23][NH:24][C:25](=[O:33])[C:26]1[CH:31]=C[N:29]=[C:28](Br)[CH:27]=1.C(=O)([O-])[O-].[Na+].[Na+], predict the reaction product. The product is: [F:18][C:19]([F:37])([F:38])[C:20]1[CH:21]=[C:22]([CH:34]=[CH:35][CH:36]=1)[CH2:23][NH:24][C:25](=[O:33])[C:26]1[CH:27]=[CH:28][N:29]=[C:9]([C:4]2[CH:3]=[C:2]([Cl:1])[CH:7]=[CH:6][C:5]=2[NH2:8])[CH:31]=1. (3) Given the reactants [NH2:1][CH2:2][CH2:3][CH2:4][CH2:5][CH2:6][CH2:7][OH:8].C(N(CC)CC)C.[F:16][C:17]1[CH:25]=[CH:24][C:20]([C:21](Cl)=[O:22])=[CH:19][CH:18]=1.O, predict the reaction product. The product is: [F:16][C:17]1[CH:25]=[CH:24][C:20]([C:21]([NH:1][CH2:2][CH2:3][CH2:4][CH2:5][CH2:6][CH2:7][OH:8])=[O:22])=[CH:19][CH:18]=1. (4) Given the reactants Cl[C:2]1[C:7]([O:8][CH3:9])=[CH:6][CH:5]=[CH:4][N:3]=1.[CH3:10][O-:11].[Na+].O, predict the reaction product. The product is: [CH3:10][O:11][C:2]1[C:7]([O:8][CH3:9])=[CH:6][CH:5]=[CH:4][N:3]=1. (5) The product is: [CH3:20][O:19][C:12]1[CH:13]=[N:14][CH:15]=[C:16]([O:17][CH3:18])[C:11]=1[CH:2]1[N:1]([CH2:35][C:31]2[CH:32]=[CH:33][C:34]3[N:22]([CH3:21])[C:23]4[C:28]([C:29]=3[CH:30]=2)=[CH:27][CH:26]=[CH:25][CH:24]=4)[C:7](=[O:9])[CH2:6][CH2:5][CH2:4][CH2:3]1. Given the reactants [NH2:1][CH:2]([C:11]1[C:16]([O:17][CH3:18])=[CH:15][N:14]=[CH:13][C:12]=1[O:19][CH3:20])[CH2:3][CH2:4][CH2:5][CH2:6][C:7]([O:9]C)=O.[CH3:21][N:22]1[C:34]2[CH:33]=[CH:32][C:31]([CH:35]=O)=[CH:30][C:29]=2[C:28]2[C:23]1=[CH:24][CH:25]=[CH:26][CH:27]=2, predict the reaction product.